This data is from Forward reaction prediction with 1.9M reactions from USPTO patents (1976-2016). The task is: Predict the product of the given reaction. (1) Given the reactants [CH2:1]([O:8][C:9]1[CH:24]=[CH:23][CH:22]=[CH:21][C:10]=1[O:11][C:12]1[CH:17]=[CH:16][C:15]([N+:18]([O-])=O)=[CH:14][CH:13]=1)[C:2]1[CH:7]=[CH:6][CH:5]=[CH:4][CH:3]=1.Cl, predict the reaction product. The product is: [CH2:1]([O:8][C:9]1[CH:24]=[CH:23][CH:22]=[CH:21][C:10]=1[O:11][C:12]1[CH:13]=[CH:14][C:15]([NH2:18])=[CH:16][CH:17]=1)[C:2]1[CH:3]=[CH:4][CH:5]=[CH:6][CH:7]=1. (2) Given the reactants [H-].[Na+].[C:3]([O:7][C:8]([C:10]1[CH:11]=[C:12]2[C:16](=[CH:17][CH:18]=1)[NH:15][CH:14]=[CH:13]2)=[O:9])([CH3:6])([CH3:5])[CH3:4].[CH2:19]([C:27]1[CH:37]=[CH:36][C:30]([O:31][CH2:32][CH:33]2[CH2:35][O:34]2)=[CH:29][CH:28]=1)[CH2:20][CH2:21][CH2:22][CH2:23][CH2:24][CH2:25][CH3:26].[Na+].[Cl-], predict the reaction product. The product is: [C:3]([O:7][C:8]([C:10]1[CH:11]=[C:12]2[C:16](=[CH:17][CH:18]=1)[N:15]([CH2:35][CH:33]([OH:34])[CH2:32][O:31][C:30]1[CH:36]=[CH:37][C:27]([CH2:19][CH2:20][CH2:21][CH2:22][CH2:23][CH2:24][CH2:25][CH3:26])=[CH:28][CH:29]=1)[CH:14]=[CH:13]2)=[O:9])([CH3:6])([CH3:4])[CH3:5]. (3) The product is: [Cl:1][C:2]1[CH:11]=[CH:10][C:5]([C:6]2[S:7][CH:12]([C:14]3[CH:24]=[CH:23][CH:22]=[CH:21][C:15]=3[O:16][CH2:17][C:18]([NH2:20])=[O:19])[NH:9][N:8]=2)=[CH:4][CH:3]=1. Given the reactants [Cl:1][C:2]1[CH:11]=[CH:10][C:5]([C:6]([NH:8][NH2:9])=[S:7])=[CH:4][CH:3]=1.[CH:12]([C:14]1[CH:24]=[CH:23][CH:22]=[CH:21][C:15]=1[O:16][CH2:17][C:18]([NH2:20])=[O:19])=O.CCN(C(C)C)C(C)C, predict the reaction product. (4) Given the reactants C(Cl)(=O)C(Cl)=O.[Br:7][C:8]1[CH:9]=[N:10][CH:11]=[C:12]([CH:16]=1)[C:13]([OH:15])=O.[F:17][C:18]1[CH:19]=[C:20]([CH:22]=[C:23]([F:25])[CH:24]=1)[NH2:21].C(N(CC)CC)C, predict the reaction product. The product is: [Br:7][C:8]1[CH:9]=[N:10][CH:11]=[C:12]([CH:16]=1)[C:13]([NH:21][C:20]1[CH:19]=[C:18]([F:17])[CH:24]=[C:23]([F:25])[CH:22]=1)=[O:15]. (5) The product is: [C:11]1([CH2:17][O:18][C:19]2[CH:27]=[CH:26][C:25]([C:28]([N:30]3[CH2:31][CH2:32][CH2:33][CH2:34]3)=[O:29])=[CH:24][C:20]=2[C:21]([NH:7][C:5]2[CH:4]=[N:9][CH:2]=[CH:1][CH:6]=2)=[O:23])[CH:12]=[CH:13][CH:14]=[CH:15][CH:16]=1. Given the reactants [CH:1]1[CH:2]=C[C:4]2[N:9](O)N=[N:7][C:5]=2[CH:6]=1.[C:11]1([CH2:17][O:18][C:19]2[CH:27]=[CH:26][C:25]([C:28]([N:30]3[CH2:34][CH2:33][CH2:32][CH2:31]3)=[O:29])=[CH:24][C:20]=2[C:21]([OH:23])=O)[CH:16]=[CH:15][CH:14]=[CH:13][CH:12]=1.N1C=CC=C(N)C=1.C(Cl)CCl, predict the reaction product. (6) Given the reactants [C:1]([O:5][C:6]([N:8]1[CH2:13][CH2:12][C:11](=[CH2:14])[CH2:10][CH2:9]1)=[O:7])([CH3:4])([CH3:3])[CH3:2].B1C2CCCC1CCC2.Br[C:25]1[CH:26]=[C:27]2[C:31](=[C:32]([CH3:34])[CH:33]=1)[C:30](=[O:35])[N:29]([CH2:36][CH:37]1[CH2:39][CH2:38]1)[CH2:28]2.C(=O)([O-])[O-].[K+].[K+], predict the reaction product. The product is: [C:1]([O:5][C:6]([N:8]1[CH2:13][CH2:12][CH:11]([CH2:14][C:25]2[CH:26]=[C:27]3[C:31](=[C:32]([CH3:34])[CH:33]=2)[C:30](=[O:35])[N:29]([CH2:36][CH:37]2[CH2:39][CH2:38]2)[CH2:28]3)[CH2:10][CH2:9]1)=[O:7])([CH3:4])([CH3:3])[CH3:2]. (7) Given the reactants C1(O)C=CC=CC=1.[OH:8][C@@H:9]([C:20]1[CH:25]=[CH:24][CH:23]=[C:22]([OH:26])[CH:21]=1)[CH2:10][CH2:11][NH:12][C:13](=[O:19])[O:14][C:15]([CH3:18])([CH3:17])[CH3:16].S(O[CH2:38][CH:39]1[CH2:44][CH2:43][N:42]([C:45]([O:47][C:48]([CH3:51])([CH3:50])[CH3:49])=[O:46])[CH2:41][CH2:40]1)(C1C=CC(C)=CC=1)(=O)=O, predict the reaction product. The product is: [C:15]([O:14][C:13]([NH:12][CH2:11][CH2:10][C@H:9]([C:20]1[CH:21]=[C:22]([CH:23]=[CH:24][CH:25]=1)[O:26][CH2:38][CH:39]1[CH2:44][CH2:43][N:42]([C:45]([O:47][C:48]([CH3:49])([CH3:51])[CH3:50])=[O:46])[CH2:41][CH2:40]1)[OH:8])=[O:19])([CH3:18])([CH3:17])[CH3:16]. (8) Given the reactants [CH3:1][S:2]([C:5]1[CH:10]=[CH:9][C:8]([N:11]2[CH2:16][CH2:15][NH:14][CH2:13][CH2:12]2)=[CH:7][C:6]=1[NH:17][C:18]1[C:27]2[C:22](=[CH:23][CH:24]=[CH:25][CH:26]=2)[CH:21]=[CH:20][CH:19]=1)(=[O:4])=[O:3].[ClH:28], predict the reaction product. The product is: [ClH:28].[CH3:1][S:2]([C:5]1[CH:10]=[CH:9][C:8]([N:11]2[CH2:12][CH2:13][NH:14][CH2:15][CH2:16]2)=[CH:7][C:6]=1[NH:17][C:18]1[C:27]2[C:22](=[CH:23][CH:24]=[CH:25][CH:26]=2)[CH:21]=[CH:20][CH:19]=1)(=[O:3])=[O:4].